Dataset: Catalyst prediction with 721,799 reactions and 888 catalyst types from USPTO. Task: Predict which catalyst facilitates the given reaction. Product: [S:26]1[CH:30]=[CH:29][N:28]=[C:1]1[CH2:7][NH:8][C:9]1[CH:10]=[C:11]([CH2:15][CH2:16][CH2:17][NH:18][C:19](=[O:25])[O:20][C:21]([CH3:22])([CH3:23])[CH3:24])[CH:12]=[CH:13][CH:14]=1. Reactant: [CH:1]1([CH2:7][NH:8][C:9]2[CH:10]=[C:11]([CH2:15][CH2:16][CH2:17][NH:18][C:19](=[O:25])[O:20][C:21]([CH3:24])([CH3:23])[CH3:22])[CH:12]=[CH:13][CH:14]=2)CCCCC1.[S:26]1[CH:30]=[CH:29][N:28]=C1C=O.[BH4-].[Na+]. The catalyst class is: 5.